Dataset: Forward reaction prediction with 1.9M reactions from USPTO patents (1976-2016). Task: Predict the product of the given reaction. (1) Given the reactants [CH3:1][C:2]1([CH3:25])[S:6][C@@H:5]2[C@H:7]([NH:10][C:11]([C@H:13]([NH2:21])[C:14]3[CH:19]=[CH:18][C:17]([OH:20])=[CH:16][CH:15]=3)=[O:12])[C:8](=[O:9])[N:4]2[C@H:3]1[C:22]([OH:24])=[O:23].O.O.O.[OH-].[Na+:30], predict the reaction product. The product is: [CH3:1][C:2]1([CH3:25])[S:6][C@@H:5]2[C@H:7]([NH:10][C:11]([C@H:13]([NH2:21])[C:14]3[CH:15]=[CH:16][C:17]([OH:20])=[CH:18][CH:19]=3)=[O:12])[C:8](=[O:9])[N:4]2[C@H:3]1[C:22]([O-:24])=[O:23].[Na+:30]. (2) Given the reactants [Br:1][C:2]1[CH:3]=[C:4]([NH:8][CH:9]([C:12]2[CH:13]=[C:14]([CH3:18])[CH:15]=[CH:16][CH:17]=2)[C:10]#[N:11])[CH:5]=[N:6][CH:7]=1.O.CC(=O)[O:22]CC, predict the reaction product. The product is: [Br:1][C:2]1[CH:3]=[C:4]([NH:8][CH:9]([C:12]2[CH:13]=[C:14]([CH3:18])[CH:15]=[CH:16][CH:17]=2)[C:10]([NH2:11])=[O:22])[CH:5]=[N:6][CH:7]=1. (3) Given the reactants Br[CH2:2][C:3]#[C:4][C:5]1[CH:14]=[CH:13][C:12]2[C:7](=[CH:8][CH:9]=[CH:10][CH:11]=2)[CH:6]=1.[C:15]1([CH2:21][CH2:22][CH2:23][C:24]([O:26][CH3:27])=[O:25])[CH:20]=[CH:19][CH:18]=[CH:17][CH:16]=1, predict the reaction product. The product is: [CH:6]1[C:7]2[C:12](=[CH:11][CH:10]=[CH:9][CH:8]=2)[CH:13]=[CH:14][C:5]=1[C:4]#[C:3][CH2:2][CH:23]([CH2:22][CH2:21][C:15]1[CH:16]=[CH:17][CH:18]=[CH:19][CH:20]=1)[C:24]([O:26][CH3:27])=[O:25]. (4) Given the reactants Cl[C:2]1[N:7]=[C:6]([NH2:8])[CH:5]=[C:4]([Cl:9])[N:3]=1.[NH2:10][C:11]1[CH:18]=[CH:17][C:14]([C:15]#[N:16])=[CH:13][CH:12]=1.Cl.C1C(Cl)=C(N)C(Cl)=CC=1O, predict the reaction product. The product is: [NH2:8][C:6]1[CH:5]=[C:4]([Cl:9])[N:3]=[C:2]([NH:10][C:11]2[CH:18]=[CH:17][C:14]([C:15]#[N:16])=[CH:13][CH:12]=2)[N:7]=1. (5) Given the reactants Br[C:2]1[CH:7]=[C:6]([S:8]([CH3:11])(=[O:10])=[O:9])[CH:5]=[C:4]([O:12][CH2:13][C:14]2[CH:19]=[CH:18][C:17]([O:20][CH3:21])=[CH:16][CH:15]=2)[CH:3]=1.[CH3:22][N:23]1[CH:32]=[C:31](B2OC(C)(C)C(C)(C)O2)[C:30]2[C:25](=[CH:26][CH:27]=[CH:28][CH:29]=2)[C:24]1=[O:42].[O-]P([O-])([O-])=O.[K+].[K+].[K+], predict the reaction product. The product is: [CH3:21][O:20][C:17]1[CH:18]=[CH:19][C:14]([CH2:13][O:12][C:4]2[CH:3]=[C:2]([C:31]3[C:30]4[C:25](=[CH:26][CH:27]=[CH:28][CH:29]=4)[C:24](=[O:42])[N:23]([CH3:22])[CH:32]=3)[CH:7]=[C:6]([S:8]([CH3:11])(=[O:10])=[O:9])[CH:5]=2)=[CH:15][CH:16]=1.